From a dataset of Full USPTO retrosynthesis dataset with 1.9M reactions from patents (1976-2016). Predict the reactants needed to synthesize the given product. (1) Given the product [CH2:24]([O:23][C:21](=[O:22])[C:20]([O:19][CH2:17][CH3:18])=[CH:13][C:12]1[CH:15]=[CH:16][C:9]([O:8][CH2:1][C:2]2[CH:7]=[CH:6][CH:5]=[CH:4][CH:3]=2)=[CH:10][CH:11]=1)[CH3:25], predict the reactants needed to synthesize it. The reactants are: [CH2:1]([O:8][C:9]1[CH:16]=[CH:15][C:12]([CH:13]=O)=[CH:11][CH:10]=1)[C:2]1[CH:7]=[CH:6][CH:5]=[CH:4][CH:3]=1.[CH2:17]([O:19][CH2:20][C:21]([O:23][CH2:24][CH3:25])=[O:22])[CH3:18].CC(C)([O-])C.[K+]. (2) Given the product [NH:1]1[C:9]2[C:4](=[CH:5][C:6]([CH:10]3[C:21]([C:22]#[N:23])=[C:20]([C:24]([F:27])([F:26])[F:25])[NH:19][C:15]([CH3:16])=[C:14]3[C:12]#[N:13])=[CH:7][CH:8]=2)[CH:3]=[N:2]1, predict the reactants needed to synthesize it. The reactants are: [NH:1]1[C:9]2[C:4](=[CH:5][C:6]([CH:10]=O)=[CH:7][CH:8]=2)[CH:3]=[N:2]1.[C:12]([CH:14]=[C:15]([O-])[CH3:16])#[N:13].[Na+].[NH2:19][C:20]([C:24]([F:27])([F:26])[F:25])=[CH:21][C:22]#[N:23].C(O)(=O)C. (3) Given the product [Br:1][C:2]1[CH:30]=[CH:29][C:28]([F:31])=[CH:27][C:3]=1[O:4][CH:5]1[CH2:10][CH2:9][N:8]([C:11]2[S:12][C:13]3[C:18]([N:33]([CH3:34])[CH3:32])=[N:17][C:16]([CH2:20][CH2:21][C:22]([O:24][CH3:25])=[O:23])=[N:15][C:14]=3[N:26]=2)[CH2:7][CH2:6]1, predict the reactants needed to synthesize it. The reactants are: [Br:1][C:2]1[CH:30]=[CH:29][C:28]([F:31])=[CH:27][C:3]=1[O:4][CH:5]1[CH2:10][CH2:9][N:8]([C:11]2[S:12][C:13]3[C:18](Cl)=[N:17][C:16]([CH2:20][CH2:21][C:22]([O:24][CH3:25])=[O:23])=[N:15][C:14]=3[N:26]=2)[CH2:7][CH2:6]1.[CH3:32][NH:33][CH3:34]. (4) Given the product [F:21][C:14]1[CH:15]=[C:16]([O:19][CH3:20])[CH:17]=[CH:18][C:13]=1[N:12]1[C:8]([C:6](=[O:7])[CH:5]([CH3:25])[CH2:4][CH:3]=[O:2])=[C:9]([C:23]#[N:24])[C:10]([CH3:22])=[N:11]1, predict the reactants needed to synthesize it. The reactants are: C[O:2][CH:3](OC)[CH2:4][CH:5]([CH3:25])[C:6]([C:8]1[N:12]([C:13]2[CH:18]=[CH:17][C:16]([O:19][CH3:20])=[CH:15][C:14]=2[F:21])[N:11]=[C:10]([CH3:22])[C:9]=1[C:23]#[N:24])=[O:7].C(O)(C(F)(F)F)=O.O.